Task: Predict the reaction yield, written as a fraction of the theoretical maximum amount of product (1.0 means a 100% yield; for example, 0.34 means a 34% yield).. Dataset: Reaction yield outcomes from USPTO patents with 853,638 reactions The reactants are [NH2:1][C:2]1[S:3][CH:4]=[CH:5][N:6]=1.[C:7](O[C:7]([O:9][C:10]([CH3:13])([CH3:12])[CH3:11])=[O:8])([O:9][C:10]([CH3:13])([CH3:12])[CH3:11])=[O:8]. The catalyst is C1COCC1. The product is [S:3]1[CH:4]=[CH:5][N:6]=[C:2]1[NH:1][C:7](=[O:8])[O:9][C:10]([CH3:13])([CH3:12])[CH3:11]. The yield is 0.680.